This data is from Forward reaction prediction with 1.9M reactions from USPTO patents (1976-2016). The task is: Predict the product of the given reaction. The product is: [CH:26]1([C:29]2[CH:33]=[C:32]([NH:34][C:35]([NH:22][C:21]3[CH:23]=[CH:24][CH:25]=[C:19]([O:18][C:6]4[C:5]5[C:10](=[CH:11][C:12]([O:13][CH2:14][CH2:15][O:16][CH3:17])=[C:3]([O:2][CH3:1])[CH:4]=5)[N:9]=[CH:8][N:7]=4)[CH:20]=3)=[O:36])[O:31][N:30]=2)[CH2:28][CH2:27]1. Given the reactants [CH3:1][O:2][C:3]1[CH:4]=[C:5]2[C:10](=[CH:11][C:12]=1[O:13][CH2:14][CH2:15][O:16][CH3:17])[N:9]=[CH:8][N:7]=[C:6]2[O:18][C:19]1[CH:20]=[C:21]([CH:23]=[CH:24][CH:25]=1)[NH2:22].[CH:26]1([C:29]2[CH:33]=[C:32]([NH:34][C:35](=O)[O:36]C3C=CC=CC=3)[O:31][N:30]=2)[CH2:28][CH2:27]1.COC1C=C2C(=CC=1OC)N=CN=C2OC1C=C(NC(NC2ON=C(C(C)C)C=2)=O)C=CC=1, predict the reaction product.